From a dataset of Reaction yield outcomes from USPTO patents with 853,638 reactions. Predict the reaction yield, written as a fraction of the theoretical maximum amount of product (1.0 means a 100% yield; for example, 0.34 means a 34% yield). (1) The reactants are [C:1]([N:8]1[CH2:13][CH2:12][CH2:11][CH:10]([CH2:14][NH:15][C:16]2[CH:17]=[N:18][CH:19]=[CH:20][CH:21]=2)[CH2:9]1)([O:3][C:4]([CH3:7])([CH3:6])[CH3:5])=[O:2].[O:22]1[CH:26]=[CH:25][CH:24]=[C:23]1[C:27](Cl)=[O:28]. The catalyst is C(Cl)Cl. The product is [C:1]([N:8]1[CH2:13][CH2:12][CH2:11][CH:10]([CH2:14][N:15]([C:16]2[CH:17]=[N:18][CH:19]=[CH:20][CH:21]=2)[C:27]([C:23]2[O:22][CH:26]=[CH:25][CH:24]=2)=[O:28])[CH2:9]1)([O:3][C:4]([CH3:6])([CH3:7])[CH3:5])=[O:2]. The yield is 0.610. (2) The reactants are [CH3:1][C:2]1[N:7]=[C:6]([SH:8])[N:5]=[C:4]([OH:9])[CH:3]=1.C(N(CC)CC)C.Br[CH2:18][C:19]1[CH:24]=[CH:23][N:22]=[CH:21][C:20]=1[Cl:25]. The catalyst is C(O)C. The product is [Cl:25][C:20]1[CH:21]=[N:22][CH:23]=[CH:24][C:19]=1[CH2:18][S:8][C:6]1[N:5]=[C:4]([OH:9])[CH:3]=[C:2]([CH3:1])[N:7]=1. The yield is 0.350.